This data is from Reaction yield outcomes from USPTO patents with 853,638 reactions. The task is: Predict the reaction yield, written as a fraction of the theoretical maximum amount of product (1.0 means a 100% yield; for example, 0.34 means a 34% yield). The reactants are [CH:1]1[C:18]2[C:17]3[C:12](=[CH:13][CH:14]=[CH:15][CH:16]=3)[C:11]3[C:6](=[CH:7][CH:8]=[CH:9][CH:10]=3)[C:5]=2[CH:4]=[CH:3][CH:2]=1.[Al+3].[Cl-].[Cl-].[Cl-].[CH3:23][C:24](Cl)=[O:25]. The catalyst is C(Cl)Cl. The product is [C:24]([C:4]1[C:5]2[C:6]3[C:11](=[CH:10][CH:9]=[CH:8][CH:7]=3)[C:12]3[C:17](=[CH:16][CH:15]=[CH:14][CH:13]=3)[C:18]=2[CH:1]=[CH:2][CH:3]=1)(=[O:25])[CH3:23]. The yield is 0.970.